Dataset: Full USPTO retrosynthesis dataset with 1.9M reactions from patents (1976-2016). Task: Predict the reactants needed to synthesize the given product. (1) Given the product [C:40]([O:44][C:45]([N:47]([CH2:2][C:3]1[C:7]([CH3:8])=[C:6]([C:9]2[CH:10]=[CH:11][N:12]=[CH:13][CH:14]=2)[S:5][C:4]=1[C:15]1[CH:20]=[CH:19][N:18]=[CH:17][CH:16]=1)[O:48][C:49]([O:51][C:52]([CH3:55])([CH3:54])[CH3:53])=[O:50])=[O:46])([CH3:43])([CH3:42])[CH3:41], predict the reactants needed to synthesize it. The reactants are: O[CH2:2][C:3]1[C:7]([CH3:8])=[C:6]([C:9]2[CH:14]=[CH:13][N:12]=[CH:11][CH:10]=2)[S:5][C:4]=1[C:15]1[CH:20]=[CH:19][N:18]=[CH:17][CH:16]=1.C1(P(C2C=CC=CC=2)C2C=CC=CC=2)C=CC=CC=1.[C:40]([O:44][C:45]([NH:47][O:48][C:49]([O:51][C:52]([CH3:55])([CH3:54])[CH3:53])=[O:50])=[O:46])([CH3:43])([CH3:42])[CH3:41].CCOC(/N=N/C(OCC)=O)=O. (2) Given the product [CH3:1][C:2]1[CH:11]=[C:10]([CH3:12])[CH:9]=[C:8]2[C:3]=1[CH2:4][CH2:5][CH2:6][CH:7]2[C:13]1[NH:17][CH:16]=[CH:15][N:14]=1, predict the reactants needed to synthesize it. The reactants are: [CH3:1][C:2]1[CH:11]=[C:10]([CH3:12])[CH:9]=[C:8]2[C:3]=1[CH2:4][CH2:5][CH2:6][CH:7]2[C:13]1[NH:14][CH2:15][CH2:16][N:17]=1. (3) Given the product [Br:1][C:2]1[N:3]=[CH:4][C:5]([C:6]([N:23]2[CH2:24][CH2:25][CH2:26][C:21]([OH:27])([CH3:20])[CH2:22]2)=[O:8])=[CH:9][CH:10]=1, predict the reactants needed to synthesize it. The reactants are: [Br:1][C:2]1[CH:10]=[CH:9][C:5]([C:6]([OH:8])=O)=[CH:4][N:3]=1.C(N(CC)C(C)C)(C)C.[CH3:20][C:21]1([OH:27])[CH2:26][CH2:25][CH2:24][NH:23][CH2:22]1.C(=O)([O-])O.[Na+]. (4) Given the product [C:12]([O:16][C:17]([N:7]1[C:8]2[C:4](=[CH:3][C:2]([Br:1])=[CH:10][CH:9]=2)[C:5]([CH3:11])=[N:6]1)=[O:18])([CH3:15])([CH3:14])[CH3:13], predict the reactants needed to synthesize it. The reactants are: [Br:1][C:2]1[CH:3]=[C:4]2[C:8](=[CH:9][CH:10]=1)[NH:7][N:6]=[C:5]2[CH3:11].[C:12]([O:16][C:17](O[C:17]([O:16][C:12]([CH3:15])([CH3:14])[CH3:13])=[O:18])=[O:18])([CH3:15])([CH3:14])[CH3:13]. (5) Given the product [F:12][C:7]1[CH:6]=[C:5]([CH:3]([OH:4])[CH:2]([NH:1][C:35]([C:28]2[C:29]3[C:34](=[CH:33][CH:32]=[CH:31][CH:30]=3)[C:25]([F:24])=[CH:26][CH:27]=2)=[O:36])[CH2:13][C:14]2[CH:19]=[CH:18][C:17]([C:20]([F:23])([F:22])[F:21])=[CH:16][CH:15]=2)[CH:10]=[CH:9][C:8]=1[F:11], predict the reactants needed to synthesize it. The reactants are: [NH2:1][CH:2]([CH2:13][C:14]1[CH:19]=[CH:18][C:17]([C:20]([F:23])([F:22])[F:21])=[CH:16][CH:15]=1)[CH:3]([C:5]1[CH:10]=[CH:9][C:8]([F:11])=[C:7]([F:12])[CH:6]=1)[OH:4].[F:24][C:25]1[C:34]2[C:29](=[CH:30][CH:31]=[CH:32][CH:33]=2)[C:28]([C:35](O)=[O:36])=[CH:27][CH:26]=1.Cl.C(N=C=NCCCN(C)C)C.ON1C2C=CC=CC=2N=N1. (6) Given the product [NH2:15][CH2:3][C@@H:2]([OH:1])[CH2:4][N:5]1[CH2:14][CH2:13][C:12]2[C:7](=[CH:8][CH:9]=[CH:10][CH:11]=2)[CH2:6]1, predict the reactants needed to synthesize it. The reactants are: [O:1]1[CH2:3][C@@H:2]1[CH2:4][N:5]1[CH2:14][CH2:13][C:12]2[C:7](=[CH:8][CH:9]=[CH:10][CH:11]=2)[CH2:6]1.[NH3:15]. (7) The reactants are: [C:1]1([N:7]=[C:8]=[O:9])[CH:6]=[CH:5][CH:4]=[CH:3][CH:2]=1.[N:10]1[O:11][C:12]([NH2:18])=[C:13]2[CH2:17][CH2:16][CH2:15][C:14]=12. Given the product [N:10]1[O:11][C:12]([NH:18][C:8]([NH:7][C:1]2[CH:6]=[CH:5][CH:4]=[CH:3][CH:2]=2)=[O:9])=[C:13]2[CH2:17][CH2:16][CH2:15][C:14]=12, predict the reactants needed to synthesize it.